The task is: Predict the reactants needed to synthesize the given product.. This data is from Full USPTO retrosynthesis dataset with 1.9M reactions from patents (1976-2016). (1) Given the product [C:19]([O:18][C:16]([CH:15]1[C:3](=[O:2])[CH2:4][CH2:5][C:6]2[N:14]1[C:13]1[CH:12]=[CH:11][CH:10]=[N:9][C:8]=1[CH:7]=2)=[O:17])([CH3:22])([CH3:21])[CH3:20], predict the reactants needed to synthesize it. The reactants are: C[O:2][C:3](=O)[CH2:4][CH2:5][C:6]1[N:14]([CH2:15][C:16]([O:18][C:19]([CH3:22])([CH3:21])[CH3:20])=[O:17])[C:13]2[C:8](=[N:9][CH:10]=[CH:11][CH:12]=2)[CH:7]=1.CC(C)([O-])C.[K+].Cl.C([O-])(O)=O.[Na+]. (2) Given the product [C:11]([C:8]1[CH:9]=[CH:10][C:2]([F:1])=[C:3]2[C:7]=1[NH:6][CH:5]=[C:4]2/[CH:13]=[CH:19]/[C:18]([O:17][CH2:15][CH3:16])=[O:39])#[N:12], predict the reactants needed to synthesize it. The reactants are: [F:1][C:2]1[CH:10]=[CH:9][C:8]([C:11]#[N:12])=[C:7]2[C:3]=1[C:4]([CH:13]=O)=[CH:5][NH:6]2.[CH2:15]([O:17][C:18](=[O:39])[CH:19]=P(C1C=CC=CC=1)(C1C=CC=CC=1)C1C=CC=CC=1)[CH3:16].